From a dataset of Catalyst prediction with 721,799 reactions and 888 catalyst types from USPTO. Predict which catalyst facilitates the given reaction. (1) Reactant: [C:1]([O:5][C:6]([N:8]1[CH2:13][CH2:12][CH:11]([C:14]([OH:16])=O)[CH2:10][CH2:9]1)=[O:7])([CH3:4])([CH3:3])[CH3:2].[F:17][C:18]([F:36])([F:35])[C:19]1[CH:23]=[C:22]([C:24]([F:27])([F:26])[F:25])[N:21]([C:28]2[CH:34]=[CH:33][C:31]([NH2:32])=[CH:30][CH:29]=2)[N:20]=1.Cl.C1COCC1. Product: [F:36][C:18]([F:17])([F:35])[C:19]1[CH:23]=[C:22]([C:24]([F:25])([F:26])[F:27])[N:21]([C:28]2[CH:29]=[CH:30][C:31]([NH:32][C:14]([CH:11]3[CH2:10][CH2:9][N:8]([C:6]([O:5][C:1]([CH3:2])([CH3:3])[CH3:4])=[O:7])[CH2:13][CH2:12]3)=[O:16])=[CH:33][CH:34]=2)[N:20]=1. The catalyst class is: 13. (2) Reactant: [CH2:1]([O:3][C:4](=[O:34])[C:5]1[C:17]([F:18])=[C:16]([N:19](CC2C=CC=CC=2)CC2C=CC=CC=2)[CH:15]=[C:7]([C:8]([N:10]([CH3:14])[CH2:11][CH2:12][CH3:13])=[O:9])[CH:6]=1)[CH3:2].[H][H]. Product: [CH2:1]([O:3][C:4](=[O:34])[C:5]1[C:17]([F:18])=[C:16]([NH2:19])[CH:15]=[C:7]([C:8]([N:10]([CH3:14])[CH2:11][CH2:12][CH3:13])=[O:9])[CH:6]=1)[CH3:2]. The catalyst class is: 29. (3) Reactant: [C:1](#[N:8])[C:2]1[CH:7]=[CH:6][CH:5]=[CH:4][CH:3]=1.N[C@H:10]([C:13]([OH:15])=[O:14])[CH2:11][SH:12].P([O-])([O-])([O-])=O. Product: [C:2]1([C:1]2[S:12][CH2:11][CH:10]([C:13]([OH:15])=[O:14])[N:8]=2)[CH:7]=[CH:6][CH:5]=[CH:4][CH:3]=1. The catalyst class is: 5. (4) Reactant: [Li]CCCC.CN(C)CCO.[Si:12]([O:19][CH2:20][C:21]1[CH:26]=[CH:25][N:24]=[C:23]([Cl:27])[CH:22]=1)([C:15]([CH3:18])([CH3:17])[CH3:16])([CH3:14])[CH3:13].[I:28]I. Product: [Si:12]([O:19][CH2:20][C:21]1[CH:26]=[C:25]([I:28])[N:24]=[C:23]([Cl:27])[CH:22]=1)([C:15]([CH3:18])([CH3:17])[CH3:16])([CH3:14])[CH3:13]. The catalyst class is: 392. (5) Reactant: C(OC([NH:8][C@H:9]([C:15]([OH:17])=[O:16])[CH2:10][Si:11]([CH3:14])([CH3:13])[CH3:12])=O)(C)(C)C.[CH3:18][Si]([Cl:22])(C)C. Product: [ClH:22].[CH3:18][O:17][C:15](=[O:16])[C@H:9]([CH2:10][Si:11]([CH3:12])([CH3:13])[CH3:14])[NH2:8]. The catalyst class is: 5. (6) Reactant: [CH2:1]([O:3][C:4]1[C:8]([CH2:9][CH2:10][CH2:11][OH:12])=[CH:7][N:6]([C:13]2[CH:18]=[CH:17][C:16]([C:19]([F:22])([F:21])[F:20])=[CH:15][N:14]=2)[N:5]=1)[CH3:2].O[C:24]1[CH:29]=[CH:28][C:27]([C:30]([CH3:37])([CH3:36])[C:31]([O:33]CC)=[O:32])=[CH:26][CH:25]=1.C(P(CCCC)CCCC)CCC.N(C(N1CCCCC1)=O)=NC(N1CCCCC1)=O. Product: [CH2:1]([O:3][C:4]1[C:8]([CH2:9][CH2:10][CH2:11][O:12][C:24]2[CH:29]=[CH:28][C:27]([C:30]([CH3:37])([CH3:36])[C:31]([OH:33])=[O:32])=[CH:26][CH:25]=2)=[CH:7][N:6]([C:13]2[CH:18]=[CH:17][C:16]([C:19]([F:21])([F:20])[F:22])=[CH:15][N:14]=2)[N:5]=1)[CH3:2]. The catalyst class is: 7.